From a dataset of Reaction yield outcomes from USPTO patents with 853,638 reactions. Predict the reaction yield, written as a fraction of the theoretical maximum amount of product (1.0 means a 100% yield; for example, 0.34 means a 34% yield). (1) The reactants are [OH:1][CH2:2][CH2:3][CH:4]1[CH2:9][CH2:8][CH2:7][CH2:6][NH:5]1.[OH-].[Na+].[C:12]([O:16][C:17](O[C:17]([O:16][C:12]([CH3:15])([CH3:14])[CH3:13])=[O:18])=[O:18])([CH3:15])([CH3:14])[CH3:13]. The catalyst is C1COCC1.O. The product is [C:12]([O:16][C:17]([N:5]1[CH2:6][CH2:7][CH2:8][CH2:9][CH:4]1[CH2:3][CH2:2][OH:1])=[O:18])([CH3:15])([CH3:14])[CH3:13]. The yield is 0.950. (2) The reactants are [CH2:1]([O:4][CH2:5][CH2:6][O:7][CH2:8][C:9](OC)=[O:10])[CH:2]=[CH2:3].[H-].[H-].[H-].[H-].[Li+].[Al+3]. The catalyst is C1COCC1. The product is [CH2:1]([O:4][CH2:5][CH2:6][O:7][CH2:8][CH2:9][OH:10])[CH:2]=[CH2:3]. The yield is 0.990. (3) The reactants are [N+:1]([C:4]1[CH:5]=[C:6]2[C:10](=[CH:11][CH:12]=1)[NH:9][C:8](=[O:13])[C:7]2=[N:14][N:15]=[CH:16]C1(C)CC(C)(C(O)=O)CN1)([O-:3])=[O:2].Cl.[CH2:28](N=C=NCCCN(C)C)[CH3:29].O[C:40]1C2N=NNC=2C=CC=1.C([N:51]([CH2:54][CH3:55])[CH2:52][CH3:53])C.[NH2:56][C:57]1[CH:62]=[CH:61][CH:60]=[CH:59][C:58]=1[NH:63][C:64](=[O:75])[C:65]1[CH:70]=[CH:69][C:68]([NH:71][CH2:72][CH2:73][NH2:74])=[N:67][CH:66]=1.[Cl-].[Na+].[OH2:78]. The catalyst is CN(C=O)C. The product is [NH2:56][C:57]1[CH:62]=[CH:61][CH:60]=[CH:59][C:58]=1[NH:63][C:64](=[O:75])[C:65]1[CH:70]=[CH:69][C:68]([NH:71][CH2:72][CH2:73][NH:74][C:28]([C:29]2[C:55]([CH3:40])=[C:54]([CH:16]=[N:15][N:14]=[C:7]3[C:6]4[C:10](=[CH:11][CH:12]=[C:4]([N+:1]([O-:3])=[O:2])[CH:5]=4)[NH:9][C:8]3=[O:13])[NH:51][C:52]=2[CH3:53])=[O:78])=[N:67][CH:66]=1. The yield is 0.740. (4) The reactants are [O:1]([CH2:8][C:9]1[N:14]=[CH:13][C:12]([CH:15]=O)=[CH:11][CH:10]=1)[C:2]1[CH:7]=[CH:6][CH:5]=[CH:4][CH:3]=1.C[O-].[Li+].[N+:20]([CH3:23])([O-:22])=[O:21].C(OC(=O)C)(=O)C.C(N(CC)CC)C.[BH4-].[Na+]. The catalyst is O.CO.C(OCC)(=O)C. The yield is 0.142. The product is [N+:20]([CH2:23][CH2:15][C:12]1[CH:11]=[CH:10][C:9]([CH2:8][O:1][C:2]2[CH:7]=[CH:6][CH:5]=[CH:4][CH:3]=2)=[N:14][CH:13]=1)([O-:22])=[O:21]. (5) The yield is 0.780. The reactants are [C:1]([N:4]1[C:13]2[C:8](=[CH:9][C:10](Br)=[CH:11][CH:12]=2)[C@H:7]([NH:15][C:16](=[O:21])[O:17][CH:18]([CH3:20])[CH3:19])[CH2:6][C@@H:5]1[CH3:22])(=[O:3])[CH3:2].[CH3:23][N:24](C)C=O. The catalyst is C1C=CC([P]([Pd]([P](C2C=CC=CC=2)(C2C=CC=CC=2)C2C=CC=CC=2)([P](C2C=CC=CC=2)(C2C=CC=CC=2)C2C=CC=CC=2)[P](C2C=CC=CC=2)(C2C=CC=CC=2)C2C=CC=CC=2)(C2C=CC=CC=2)C2C=CC=CC=2)=CC=1.[C-]#N.[Zn+2].[C-]#N. The product is [C:1]([N:4]1[C:13]2[C:8](=[CH:9][C:10]([C:23]#[N:24])=[CH:11][CH:12]=2)[C@H:7]([NH:15][C:16](=[O:21])[O:17][CH:18]([CH3:20])[CH3:19])[CH2:6][C@@H:5]1[CH3:22])(=[O:3])[CH3:2]. (6) The reactants are Br[C:2]1[CH:3]=[C:4]([C:8]2[N:9]([C:13]3[N:22]=[CH:21][C:20]4[N:19]([CH3:23])[C:18](=[O:24])[C@:17]5([CH2:28][CH3:29])[CH2:25][CH2:26][CH2:27][N:16]5[C:15]=4[N:14]=3)[CH:10]=[CH:11][N:12]=2)[CH:5]=[CH:6][CH:7]=1.[NH:30]1[CH:34]=[N:33][CH:32]=[N:31]1.CNC1CCCCC1NC.C([O-])([O-])=O.[Cs+].[Cs+]. The catalyst is CC(N(C)C)=O.C(Cl)Cl.[Cu](I)I. The product is [N:30]1([C:2]2[CH:3]=[C:4]([C:8]3[N:9]([C:13]4[N:22]=[CH:21][C:20]5[N:19]([CH3:23])[C:18](=[O:24])[C@:17]6([CH2:28][CH3:29])[CH2:25][CH2:26][CH2:27][N:16]6[C:15]=5[N:14]=4)[CH:10]=[CH:11][N:12]=3)[CH:5]=[CH:6][CH:7]=2)[CH:34]=[N:33][CH:32]=[N:31]1. The yield is 0.230.